This data is from Reaction yield outcomes from USPTO patents with 853,638 reactions. The task is: Predict the reaction yield, written as a fraction of the theoretical maximum amount of product (1.0 means a 100% yield; for example, 0.34 means a 34% yield). The reactants are [CH3:1][C:2]1[CH:3]=[C:4]([SH:8])[CH:5]=[CH:6][CH:7]=1.CN(C=O)C.[H-].[Na+].[Si:16]([O:23][C@@H:24]1[C@H:28]([CH2:29][O:30][Si:31]([C:34]([CH3:37])([CH3:36])[CH3:35])([CH3:33])[CH3:32])[CH2:27][C@@H:26]([O:38][C:39]2[N:47]=[CH:46][N:45]=[C:44]3[C:40]=2[N:41]=[C:42](I)[N:43]3C2CCCCO2)[CH2:25]1)([C:19]([CH3:22])([CH3:21])[CH3:20])([CH3:18])[CH3:17]. No catalyst specified. The product is [Si:16]([O:23][C@@H:24]1[C@H:28]([CH2:29][O:30][Si:31]([C:34]([CH3:35])([CH3:36])[CH3:37])([CH3:32])[CH3:33])[CH2:27][C@@H:26]([O:38][C:39]2[N:47]=[CH:46][N:45]=[C:44]3[C:40]=2[N:41]=[C:42]([S:8][C:4]2[CH:5]=[CH:6][CH:7]=[C:2]([CH3:1])[CH:3]=2)[NH:43]3)[CH2:25]1)([C:19]([CH3:20])([CH3:21])[CH3:22])([CH3:17])[CH3:18]. The yield is 0.800.